From a dataset of NCI-60 drug combinations with 297,098 pairs across 59 cell lines. Regression. Given two drug SMILES strings and cell line genomic features, predict the synergy score measuring deviation from expected non-interaction effect. (1) Drug 1: CCCS(=O)(=O)NC1=C(C(=C(C=C1)F)C(=O)C2=CNC3=C2C=C(C=N3)C4=CC=C(C=C4)Cl)F. Drug 2: CCN(CC)CCNC(=O)C1=C(NC(=C1C)C=C2C3=C(C=CC(=C3)F)NC2=O)C. Cell line: HCT116. Synergy scores: CSS=-6.24, Synergy_ZIP=0.617, Synergy_Bliss=-6.07, Synergy_Loewe=-8.55, Synergy_HSA=-8.01. (2) Drug 1: C1CN1P(=S)(N2CC2)N3CC3. Drug 2: CCC1(CC2CC(C3=C(CCN(C2)C1)C4=CC=CC=C4N3)(C5=C(C=C6C(=C5)C78CCN9C7C(C=CC9)(C(C(C8N6C)(C(=O)OC)O)OC(=O)C)CC)OC)C(=O)OC)O.OS(=O)(=O)O. Cell line: TK-10. Synergy scores: CSS=-1.29, Synergy_ZIP=-2.68, Synergy_Bliss=-2.24, Synergy_Loewe=-4.72, Synergy_HSA=-3.79. (3) Drug 1: C1CCC(C1)C(CC#N)N2C=C(C=N2)C3=C4C=CNC4=NC=N3. Drug 2: C1CCC(CC1)NC(=O)N(CCCl)N=O. Cell line: UACC-257. Synergy scores: CSS=2.09, Synergy_ZIP=1.90, Synergy_Bliss=2.71, Synergy_Loewe=-1.35, Synergy_HSA=-1.04.